Dataset: Catalyst prediction with 721,799 reactions and 888 catalyst types from USPTO. Task: Predict which catalyst facilitates the given reaction. (1) Reactant: CC1(C)C(C)(C)OB([C:9]2[CH:26]=[CH:25][C:24]3[C:23]4[C:18](=[CH:19][CH:20]=[CH:21][CH:22]=4)[C:17]4[C:12](=[CH:13][CH:14]=[CH:15][CH:16]=4)[C:11]=3[CH:10]=2)O1.[Br:28][C:29]1[CH:30]=[C:31](I)[CH:32]=[CH:33][CH:34]=1.C(=O)([O-])[O-].[K+].[K+]. Product: [Br:28][C:29]1[CH:34]=[C:33]([C:9]2[CH:26]=[CH:25][C:24]3[C:23]4[C:18](=[CH:19][CH:20]=[CH:21][CH:22]=4)[C:17]4[C:12](=[CH:13][CH:14]=[CH:15][CH:16]=4)[C:11]=3[CH:10]=2)[CH:32]=[CH:31][CH:30]=1. The catalyst class is: 70. (2) The catalyst class is: 3. Reactant: [C:1]([OH:6])(=O)[C:2]#[C:3][CH3:4].Cl.CN(C)CCCN=C=NCC.[NH2:19][C:20]1[CH:21]=[C:22]2[C:27](=[CH:28][CH:29]=1)[N:26]=[CH:25][N:24]=[C:23]2[NH:30][C:31]1[CH:36]=[CH:35][CH:34]=[C:33]([Br:37])[CH:32]=1. Product: [Br:37][C:33]1[CH:32]=[C:31]([NH:30][C:23]2[C:22]3[C:27](=[CH:28][CH:29]=[C:20]([NH:19][C:1](=[O:6])[C:2]#[C:3][CH3:4])[CH:21]=3)[N:26]=[CH:25][N:24]=2)[CH:36]=[CH:35][CH:34]=1. (3) The catalyst class is: 27. Reactant: [C:1]1(O)[CH:6]=[CH:5]C=[CH:3][CH:2]=1.B(F)(F)F.[CH3:12][CH2:13][O:14][CH2:15][CH3:16].O1CCOCC1. Product: [O:14]1[C:15]2[C:6](=[CH:1][CH:2]=[CH:3][CH:16]=2)[CH2:5][CH2:12][CH2:13]1. (4) Reactant: CC1C(C)=C(C)C(C)=C(C)C=1.CCCCCCC.B(Cl)(Cl)Cl.[CH3:23][C:24]1[CH:25]=[CH:26][C:27]2[S:31][C:30]([CH2:32][C:33]3[CH:34]=[C:35]([C@@H:39]4[O:68][C@H:67]([CH2:69][O:70]CC5C=CC=CC=5)[C@@H:58]([O:59]CC5C=CC=CC=5)[C@H:49]([O:50]CC5C=CC=CC=5)[C@H:40]4[O:41]CC4C=CC=CC=4)[CH:36]=[CH:37][CH:38]=3)=[CH:29][C:28]=2[CH:78]=1. Product: [CH3:23][C:24]1[CH:25]=[CH:26][C:27]2[S:31][C:30]([CH2:32][C:33]3[CH:34]=[C:35]([C@@H:39]4[O:68][C@H:67]([CH2:69][OH:70])[C@@H:58]([OH:59])[C@H:49]([OH:50])[C@H:40]4[OH:41])[CH:36]=[CH:37][CH:38]=3)=[CH:29][C:28]=2[CH:78]=1. The catalyst class is: 98. (5) Reactant: I[C:2]1[C:10]2[C:5](=[CH:6][CH:7]=[C:8]([I:11])[CH:9]=2)[NH:4][C:3]=1[C:12]([O:14][CH2:15][CH3:16])=[O:13].Cl.O. The catalyst class is: 490. Product: [I:11][C:8]1[CH:9]=[C:10]2[C:5](=[CH:6][CH:7]=1)[NH:4][C:3]([C:12]([O:14][CH2:15][CH3:16])=[O:13])=[CH:2]2. (6) Reactant: [Br:1][C:2]1[CH:3]=[C:4]([C:9]#[C:10][CH2:11][CH2:12][OH:13])[CH:5]=[CH:6][C:7]=1[Cl:8]. Product: [Br:1][C:2]1[CH:3]=[C:4]([CH2:9][CH2:10][CH2:11][CH2:12][OH:13])[CH:5]=[CH:6][C:7]=1[Cl:8]. The catalyst class is: 94. (7) Reactant: Cl[S:2]([N:5]=C=O)(=[O:4])=[O:3].C(O)=O.[OH:11][CH2:12][CH:13]([NH:24][C:25](=[O:31])[O:26][C:27]([CH3:30])([CH3:29])[CH3:28])[C:14]1[CH:19]=[CH:18][CH:17]=[C:16]([C:20]([F:23])([F:22])[F:21])[CH:15]=1.N1C=CC=CC=1. Product: [S:2]([O:11][CH2:12][CH:13]([NH:24][C:25](=[O:31])[O:26][C:27]([CH3:28])([CH3:30])[CH3:29])[C:14]1[CH:19]=[CH:18][CH:17]=[C:16]([C:20]([F:23])([F:22])[F:21])[CH:15]=1)(=[O:4])(=[O:3])[NH2:5]. The catalyst class is: 4. (8) Reactant: [CH2:1]([OH:4])[CH2:2][CH3:3].[H-].[Na+].Cl[C:8]1[CH:13]=[CH:12][C:11]([N+:14]([O-:16])=[O:15])=[CH:10][C:9]=1[C:17]1[CH:22]=[CH:21][C:20]([O:23][C:24]([F:27])([F:26])[F:25])=[CH:19][CH:18]=1. Product: [N+:14]([C:11]1[CH:12]=[CH:13][C:8]([O:4][CH2:1][CH2:2][CH3:3])=[C:9]([C:17]2[CH:22]=[CH:21][C:20]([O:23][C:24]([F:27])([F:26])[F:25])=[CH:19][CH:18]=2)[CH:10]=1)([O-:16])=[O:15]. The catalyst class is: 35. (9) The catalyst class is: 5. Product: [I-:31].[CH3:25][N+:21]1[C:4]2[N:5]=[C:6]([N:8]3[CH2:13][CH2:12][N:11]([C:14]([O:16][C:17]([CH3:20])([CH3:19])[CH3:18])=[O:15])[CH2:10][CH2:9]3)[NH:7][C:2](=[O:1])[C:3]=2[CH:24]=[CH:23][CH:22]=1. Reactant: [O:1]=[C:2]1[NH:7][C:6]([N:8]2[CH2:13][CH2:12][N:11]([C:14]([O:16][C:17]([CH3:20])([CH3:19])[CH3:18])=[O:15])[CH2:10][CH2:9]2)=[N:5][C:4]2[N:21]=[CH:22][CH:23]=[CH:24][C:3]1=2.[CH2:25]1COCC1.C[I:31].